Dataset: Experimentally validated miRNA-target interactions with 360,000+ pairs, plus equal number of negative samples. Task: Binary Classification. Given a miRNA mature sequence and a target amino acid sequence, predict their likelihood of interaction. (1) The miRNA is hsa-miR-548t-5p with sequence CAAAAGUGAUCGUGGUUUUUG. The protein sequence of the target gene is MDEQSVESIAEVFRCFICMEKLRDARLCPHCSKLCCFSCIRRWLTEQRAQCPHCRAPLQLRELVNCRWAEEVTQQLDTLQLCSLTKHEENEKDKCENHHEKLSVFCWTCKKCICHQCALWGGMHGGHTFKPLAEIYEQHVTKVNEEVAKLRRRLMELISLVQEVERNVEAVRNAKDERVREIRNAVEMMIARLDTQLKNKLITLMGQKTSLTQETELLESLLQEVEHQLRSCSKSELISKSSEILMMFQQVHRKPMASFVTTPVPPDFTSELVPSYDSATFVLENFSTLRQRADPVYSPP.... Result: 1 (interaction). (2) The miRNA is hsa-miR-6811-3p with sequence AGCCUGUGCUUGUCCCUGCAG. The protein sequence of the target gene is MAKDLDELLDEVETKFCRLDPLRLDLGERPKGDGGGGSHSGDRNGAQEKETLRSTETFKKEDDLDSLINEIFEEPDFDRKSFQKFKSKSSSNTCVRAPMQGVSKSCSPVYLSGSAIPCGIGTNTSQRACDRLRCVACDFRIVSYNDYMWDKSCDYLFFRNNMPEFHKLKTKLIEKKGARAYACQCSWRTVEELTDLQTDHQLRWVCGKH. Result: 0 (no interaction). (3) The miRNA is hsa-miR-126-5p with sequence CAUUAUUACUUUUGGUACGCG. The protein sequence of the target gene is MAQGAMRFCSEGDCAISPPRCPRRWLPEGPVPQSPPASMYGSTGSLLRRVAGPGPRGRELGRVTAPCTPLRGPPSPRVAPSPWAPSSPTGQPPPGAQSSVVIFRFVEKASVRPLNGLPAPGGLSRSWDLGGVSPPRPTPALGPGSNRKLRLEASTSDPLPARGGSALPGSRNLVHGPPAPPQVGADGLYSSLPNGLGGPPERLATLFGGPADTGFLNQGDTWSSPREVSSHAQRIARAKWEFFYGSLDPPSSGAKPPEQAPPSPPGVGSRQGSGVAVGRAAKYSETDLDTVPLRCYRETD.... Result: 0 (no interaction). (4) The miRNA is hsa-miR-548e-3p with sequence AAAAACUGAGACUACUUUUGCA. The protein sequence of the target gene is MEKARRGGDGVPRGPVLHIVVVGFHHKKGCQVEFSYPPLIPGDGHDSHTLPEEWKYLPFLALPDGAHNYQEDTVFFHLPPRNGNGATVFGISCYRQIEAKALKVRQADITRETVQKSVCVLSKLPLYGLLQAKLQLITHAYFEEKDFSQISILKELYEHMNSSLGGASLEGSQVYLGLSPRDLVLHFRHKVLILFKLILLEKKVLFYISPVNKLVGALMTVLSLFPGMIEHGLSDCSQYRPRKSMSEDGGLQESNPCADDFVSASTADVSHTNLGTIRKVMAGNHGEDAAMKTEEPLFQV.... Result: 1 (interaction). (5) The miRNA is mmu-miR-764-5p with sequence GGUGCUCACAUGUCCUCCU. The protein sequence of the target gene is MPLFATNPFDQDVEKATSELNTAEDWGLILDICDKVGQSRTGPKDCLRSIMRRVNHKDPHVAMQALTLLGACVSNCGKIFHLEVCSRDFASEVSNVLNKGHPKVCEKLKALMVEWTDEFKNDPQLSLISAMIKNLKEQGVTFPAIGSQAAEQAKASPALVAKDPGTVATKKEEEDLAKAIELSLKEQRQQSAPVSTLYPSTSNLLTNHQHEGRKVRAVYDFEAAEDNELTFKAGEIITVLDDSDPNWWKGETHQGVGLFPSNFVTADLTAEPEMIKTEKKTVQFNDDVQIETIEPEPEPA.... Result: 0 (no interaction). (6) The miRNA is hsa-miR-7161-3p with sequence UAGAUCUUUGACUCUGGCAGUCUCCAGG. The protein sequence of the target gene is MAVVLPAVVEELLSEMAAAVQESARIPDEYLLSLKFLFGSSATQALDLVDRQSITLISSPSGRRVYQVLGSSSKTYTCLASCHYCSCPAFAFSVLRKSDSILCKHLLAVYLSQVMRTCQQLSVSDKQLTDILLMEKKQEA. Result: 0 (no interaction).